The task is: Predict the reactants needed to synthesize the given product.. This data is from Full USPTO retrosynthesis dataset with 1.9M reactions from patents (1976-2016). (1) Given the product [Br:29][C:20]1[N:19]=[C:18]([C@H:15]2[CH2:16][CH2:17][C@H:12]([CH2:11][NH:10][C:9](=[O:28])[O:8][CH2:1][C:2]3[CH:7]=[CH:6][CH:5]=[CH:4][CH:3]=3)[CH2:13][CH2:14]2)[N:22]2[CH:23]=[CH:24][N:25]=[C:26]([CH3:27])[C:21]=12, predict the reactants needed to synthesize it. The reactants are: [CH2:1]([O:8][C:9](=[O:28])[NH:10][CH2:11][C@H:12]1[CH2:17][CH2:16][C@H:15]([C:18]2[N:22]3[CH:23]=[CH:24][N:25]=[C:26]([CH3:27])[C:21]3=[CH:20][N:19]=2)[CH2:14][CH2:13]1)[C:2]1[CH:7]=[CH:6][CH:5]=[CH:4][CH:3]=1.[Br:29]N1C(=O)CCC1=O. (2) The reactants are: C(OC(=O)[NH:7][CH2:8][CH:9]([C:24]1[CH:29]=[CH:28][CH:27]=[CH:26][CH:25]=1)[CH2:10][NH:11][C:12]1[CH:21]=[C:20]([O:22]C)[C:19]2[C:14](=[CH:15][CH:16]=[CH:17][CH:18]=2)[N:13]=1)(C)(C)C.[ClH:31]. Given the product [ClH:31].[ClH:31].[NH2:7][CH2:8][CH:9]([C:24]1[CH:29]=[CH:28][CH:27]=[CH:26][CH:25]=1)[CH2:10][NH:11][C:12]1[NH:13][C:14]2[C:19]([C:20](=[O:22])[CH:21]=1)=[CH:18][CH:17]=[CH:16][CH:15]=2, predict the reactants needed to synthesize it.